This data is from Forward reaction prediction with 1.9M reactions from USPTO patents (1976-2016). The task is: Predict the product of the given reaction. (1) Given the reactants [F:1][C:2]1[CH:3]=[C:4]2[C:9](=[CH:10][CH:11]=1)[N:8]=[CH:7][CH:6]=[C:5]2[N:12]1[CH2:17][CH2:16][N:15]([CH:18]([CH3:24])[C:19]([O:21]CC)=[O:20])[CH2:14][CH2:13]1.[OH-].[Na+].Cl.O1CCOCC1, predict the reaction product. The product is: [F:1][C:2]1[CH:3]=[C:4]2[C:9](=[CH:10][CH:11]=1)[N:8]=[CH:7][CH:6]=[C:5]2[N:12]1[CH2:13][CH2:14][N:15]([CH:18]([CH3:24])[C:19]([OH:21])=[O:20])[CH2:16][CH2:17]1. (2) Given the reactants Cl[CH2:2][CH:3]([O:15][CH:16]([CH3:18])[CH3:17])[CH:4](Cl)[CH2:5][CH2:6][CH2:7][CH2:8][CH2:9][CH2:10][CH2:11][CH2:12][CH3:13].[S:19]([O-:22])([O-:21])=[O:20].[Na+:23].[Na+].[S:25](S([O-])=O)([O-:28])(=[O:27])=[O:26].[Na+].[Na+].C(=O)([O-])[O-].[Na+].[Na+], predict the reaction product. The product is: [CH3:2][CH:3]([O:15][CH:16]([CH2:18][S:25]([O-:28])(=[O:27])=[O:26])[CH2:17][S:19]([O-:22])(=[O:21])=[O:20])[CH2:4][CH2:5][CH2:6][CH2:7][CH2:8][CH2:9][CH2:10][CH2:11][CH2:12][CH3:13].[Na+:23].[Na+:23]. (3) Given the reactants CC1(C)[O:7][C@@H:6]([CH2:8][C:9]([O:11][CH2:12][CH3:13])=[O:10])[CH2:5][C@@H:4](/[CH:14]=[CH:15]/[C:16]2[CH:17]=[N:18][N:19]([C:31]3[CH:36]=[CH:35][N:34]=[C:33]([NH:37][C:38]4[CH:43]=[CH:42][CH:41]=[CH:40][CH:39]=4)[N:32]=3)[C:20]=2[C:21]2[CH:26]=[CH:25][CH:24]=[C:23]([C:27]([F:30])([F:29])[F:28])[CH:22]=2)[O:3]1.O.C1(C)C=CC(S(O)(=O)=O)=CC=1.O.C1(C)C=CC(S(O)(=O)=O)=CC=1, predict the reaction product. The product is: [OH:7][C@H:6]([CH2:5][C@H:4]([OH:3])/[CH:14]=[CH:15]/[C:16]1[CH:17]=[N:18][N:19]([C:31]2[CH:36]=[CH:35][N:34]=[C:33]([NH:37][C:38]3[CH:39]=[CH:40][CH:41]=[CH:42][CH:43]=3)[N:32]=2)[C:20]=1[C:21]1[CH:26]=[CH:25][CH:24]=[C:23]([C:27]([F:28])([F:30])[F:29])[CH:22]=1)[CH2:8][C:9]([O:11][CH2:12][CH3:13])=[O:10]. (4) Given the reactants C(=O)([O-])[O-].[K+].[K+].[OH:7][C:8]1[C:9]([CH3:14])=[N:10][CH:11]=[CH:12][CH:13]=1.[CH2:15]([O:17][CH2:18][CH2:19]Cl)[CH3:16].O, predict the reaction product. The product is: [CH2:15]([O:17][CH2:18][CH2:19][O:7][C:8]1[C:9]([CH3:14])=[N:10][CH:11]=[CH:12][CH:13]=1)[CH3:16]. (5) Given the reactants [F:1][C:2]([F:19])([F:18])[C:3]1[CH:4]=[CH:5][C:6]([CH2:9]P(=O)(OCC)OCC)=[N:7][CH:8]=1.CC(C)([O-])C.[K+].O=[C:27]1[CH2:31][CH2:30][CH2:29][CH:28]1[NH:32][C:33](=[O:39])[O:34][C:35]([CH3:38])([CH3:37])[CH3:36], predict the reaction product. The product is: [F:19][C:2]([F:1])([F:18])[C:3]1[CH:4]=[CH:5][C:6](/[CH:9]=[C:27]2/[CH:28]([NH:32][C:33](=[O:39])[O:34][C:35]([CH3:37])([CH3:36])[CH3:38])[CH2:29][CH2:30][CH2:31]/2)=[N:7][CH:8]=1. (6) Given the reactants COC(C1(CN)CC1)=O.[CH3:10][O:11][C:12](=[O:23])[C:13]([CH3:22])([CH3:21])[CH2:14][NH:15][CH:16]1[CH2:20][CH2:19][CH2:18][CH2:17]1, predict the reaction product. The product is: [CH3:10][O:11][C:12]([C:13]1([CH2:14][NH:15][CH:16]2[CH2:17][CH2:18][CH2:19][CH2:20]2)[CH2:21][CH2:22]1)=[O:23]. (7) The product is: [CH:1]1([C@@:7]([OH:17])([C:11]2[CH:16]=[CH:15][CH:14]=[CH:13][CH:12]=2)[C:8]([NH2:20])=[O:9])[CH2:6][CH2:5][CH2:4][CH2:3][CH2:2]1. Given the reactants [CH:1]1([C@@:7]([OH:17])([C:11]2[CH:16]=[CH:15][CH:14]=[CH:13][CH:12]=2)[C:8](O)=[O:9])[CH2:6][CH2:5][CH2:4][CH2:3][CH2:2]1.C(N1C=CN=C1)([N:20]1C=CN=C1)=O.N, predict the reaction product.